This data is from Catalyst prediction with 721,799 reactions and 888 catalyst types from USPTO. The task is: Predict which catalyst facilitates the given reaction. (1) Reactant: [Cl:1][C:2]1[CH:7]=[CH:6][C:5]([C:8]2[C:12]([C:13]3[CH:18]=[CH:17][N:16]=[C:15]([NH:19][C:20]4[CH:27]=[CH:26][C:23]([C:24]#[N:25])=[CH:22][CH:21]=4)[N:14]=3)=[CH:11][NH:10][N:9]=2)=[CH:4][CH:3]=1.[N:28]([Sn](CCCC)(CCCC)CCCC)=[N+:29]=[N-:30]. Product: [Cl:1][C:2]1[CH:3]=[CH:4][C:5]([C:8]2[C:12]([C:13]3[CH:18]=[CH:17][N:16]=[C:15]([NH:19][C:20]4[CH:27]=[CH:26][C:23]([C:24]5[NH:30][N:29]=[N:28][N:25]=5)=[CH:22][CH:21]=4)[N:14]=3)=[CH:11][NH:10][N:9]=2)=[CH:6][CH:7]=1. The catalyst class is: 673. (2) Reactant: [N:1]1[CH:6]=[CH:5]C=[CH:3][CH:2]=1.[OH-:7].[Na+].C([N:11]=[C:12]=[S:13])C. Product: [CH2:6]([N:1]1[C:2](=[O:7])[CH2:3][NH:11][C:12]1=[S:13])[CH3:5]. The catalyst class is: 6.